Dataset: Full USPTO retrosynthesis dataset with 1.9M reactions from patents (1976-2016). Task: Predict the reactants needed to synthesize the given product. (1) Given the product [CH3:1][O:2][C:3](=[O:21])[C:4]1[CH:9]=[C:8]([F:10])[C:7]([NH2:11])=[C:6]([CH3:19])[C:5]=1[F:20], predict the reactants needed to synthesize it. The reactants are: [CH3:1][O:2][C:3](=[O:21])[C:4]1[CH:9]=[C:8]([F:10])[C:7]([NH:11]CC2C=CC=CC=2)=[C:6]([CH3:19])[C:5]=1[F:20].C([O-])=O.[NH4+]. (2) Given the product [CH:15]1[C:25]2[CH:24]=[CH:23][C:22]3[CH:26]=[CH:27][CH:28]=[CH:29][C:21]=3[C:20](=[C:30]3[CH2:31][CH2:32][N:33]([C:12](=[O:14])[CH2:11][NH:10][C:8](=[O:9])[O:7][CH:1]4[CH2:2][CH2:3][CH2:4][CH2:5][CH2:6]4)[CH2:34][CH2:35]3)[C:19]=2[CH:18]=[CH:17][CH:16]=1, predict the reactants needed to synthesize it. The reactants are: [CH:1]1([O:7][C:8]([NH:10][CH2:11][C:12]([OH:14])=O)=[O:9])[CH2:6][CH2:5][CH2:4][CH2:3][CH2:2]1.[CH:15]1[C:25]2[CH:24]=[CH:23][C:22]3[CH:26]=[CH:27][CH:28]=[CH:29][C:21]=3[C:20](=[C:30]3[CH2:35][CH2:34][NH:33][CH2:32][CH2:31]3)[C:19]=2[CH:18]=[CH:17][CH:16]=1.Cl.C(N=C=NCCCN(C)C)C.C(N(CC)CC)C.